From a dataset of Merck oncology drug combination screen with 23,052 pairs across 39 cell lines. Regression. Given two drug SMILES strings and cell line genomic features, predict the synergy score measuring deviation from expected non-interaction effect. Drug 1: CC1(c2nc3c(C(N)=O)cccc3[nH]2)CCCN1. Drug 2: CNC(=O)c1cc(Oc2ccc(NC(=O)Nc3ccc(Cl)c(C(F)(F)F)c3)cc2)ccn1. Cell line: NCIH2122. Synergy scores: synergy=16.5.